Dataset: NCI-60 drug combinations with 297,098 pairs across 59 cell lines. Task: Regression. Given two drug SMILES strings and cell line genomic features, predict the synergy score measuring deviation from expected non-interaction effect. (1) Drug 1: CC(CN1CC(=O)NC(=O)C1)N2CC(=O)NC(=O)C2. Drug 2: CC1=CC2C(CCC3(C2CCC3(C(=O)C)OC(=O)C)C)C4(C1=CC(=O)CC4)C. Cell line: PC-3. Synergy scores: CSS=18.4, Synergy_ZIP=-3.39, Synergy_Bliss=4.35, Synergy_Loewe=-1.41, Synergy_HSA=1.44. (2) Drug 1: CC12CCC3C(C1CCC2=O)CC(=C)C4=CC(=O)C=CC34C. Drug 2: C(CN)CNCCSP(=O)(O)O. Cell line: RXF 393. Synergy scores: CSS=2.37, Synergy_ZIP=-13.4, Synergy_Bliss=-25.0, Synergy_Loewe=-50.8, Synergy_HSA=-25.5. (3) Drug 1: C1=NC(=NC(=O)N1C2C(C(C(O2)CO)O)O)N. Drug 2: CC1=C(C(=O)C2=C(C1=O)N3CC4C(C3(C2COC(=O)N)OC)N4)N. Cell line: OVCAR-5. Synergy scores: CSS=49.3, Synergy_ZIP=-9.78, Synergy_Bliss=-0.294, Synergy_Loewe=4.31, Synergy_HSA=6.48. (4) Drug 1: CC1=CC=C(C=C1)C2=CC(=NN2C3=CC=C(C=C3)S(=O)(=O)N)C(F)(F)F. Synergy scores: CSS=25.0, Synergy_ZIP=-4.40, Synergy_Bliss=-2.07, Synergy_Loewe=7.42, Synergy_HSA=5.17. Cell line: OVCAR3. Drug 2: C1=CN(C(=O)N=C1N)C2C(C(C(O2)CO)O)O.Cl.